Dataset: Reaction yield outcomes from USPTO patents with 853,638 reactions. Task: Predict the reaction yield, written as a fraction of the theoretical maximum amount of product (1.0 means a 100% yield; for example, 0.34 means a 34% yield). (1) The reactants are Cl[C:2]1[CH:3]=[C:4]([CH:11]=[CH:12][N:13]=1)[C:5]([N:7]([O:9][CH3:10])[CH3:8])=[O:6].C([O-])([O-])=O.[Cs+].[Cs+].[CH3:20][C:21]1(C)[C:47]2C(=C(P(C3C=CC=CC=3)C3C=CC=CC=3)C=CC=2)OC2C(P(C3C=CC=CC=3)C3C=CC=CC=3)=CC=C[C:22]1=2.C([NH:66][C:67](=[O:69])[O-:68])(C)(C)C. The catalyst is O1CCOCC1.O.C1C=CC(/C=C/C(/C=C/C2C=CC=CC=2)=O)=CC=1.C1C=CC(/C=C/C(/C=C/C2C=CC=CC=2)=O)=CC=1.C1C=CC(/C=C/C(/C=C/C2C=CC=CC=2)=O)=CC=1.[Pd].[Pd]. The product is [CH3:10][O:9][N:7]([CH3:8])[C:5]([C:4]1[CH:11]=[CH:12][N:13]=[C:2]([NH:66][C:67](=[O:69])[O:68][C:21]([CH3:47])([CH3:22])[CH3:20])[CH:3]=1)=[O:6]. The yield is 0.500. (2) The reactants are CC(C)=O.[N-:5]=[N+:6]=[N-:7].[Na+].Br[CH2:10][C:11]([O:13][CH2:14][CH3:15])=[O:12]. The catalyst is O. The product is [N:5]([CH2:10][C:11]([O:13][CH2:14][CH3:15])=[O:12])=[N+:6]=[N-:7]. The yield is 0.760. (3) The reactants are [CH3:1][C:2]1[CH:3]=[C:4]([CH:17]=[C:18]([CH3:20])[CH:19]=1)[O:5][C:6]1[NH:11][C:10](=[O:12])[NH:9][C:8](=[O:13])[C:7]=1[CH:14]([CH3:16])[CH3:15].[I-].[Li+].CS([CH2:27][C:28]#[CH:29])(=O)=O.[CH3:30]N(C=O)C. The catalyst is CCOCC. The product is [CH2:27]([N:11]1[C:6]([O:5][C:4]2[CH:3]=[C:2]([CH3:1])[CH:19]=[C:18]([CH3:20])[CH:17]=2)=[C:7]([CH:14]([CH3:16])[CH3:15])[C:8](=[O:13])[NH:9][C:10]1=[O:12])[C:28]#[C:29][CH3:30]. The yield is 0.840. (4) The reactants are [F:1][C:2]([F:17])([F:16])[C:3]1[CH:8]=[CH:7][N:6]2[C:9]([CH3:15])=[C:10](C([O-])=O)[N:11]=[C:5]2[CH:4]=1.C([N:20]([CH2:23]C)CC)C.C1(P(N=[N+]=[N-])(C2C=CC=CC=2)=[O:32])C=CC=CC=1.[C:42]([OH:46])([CH3:45])([CH3:44])[CH3:43]. No catalyst specified. The product is [F:17][C:2]([F:1])([F:16])[C:3]1[CH:8]=[CH:7][N:6]2[C:9]([CH3:15])=[C:10]([NH:20][C:23](=[O:32])[O:46][C:42]([CH3:45])([CH3:44])[CH3:43])[N:11]=[C:5]2[CH:4]=1. The yield is 0.400. (5) The reactants are C(OC(=O)[NH:7][C:8]1[CH:13]=[CH:12][C:11]([F:14])=[CH:10][C:9]=1[CH2:15][C:16]([CH3:18])=[CH2:17])(C)(C)C.C1(OC)C=CC=CC=1.FC(F)(F)C(O)=O.CS(O)(=O)=O. The catalyst is ClCCl. The product is [CH3:17][C:16]1([CH3:18])[CH2:15][C:9]2[C:8](=[CH:13][CH:12]=[C:11]([F:14])[CH:10]=2)[NH:7]1. The yield is 0.660. (6) The reactants are Br[C:2]1[CH:3]=[C:4]([O:8][CH:9]([CH3:11])[CH3:10])[CH:5]=[N:6][CH:7]=1.[CH3:12][C@H:13]([OH:17])[CH2:14][CH:15]=[CH2:16].C(N(CC)CC)C. The catalyst is C([O-])(=O)C.[Pd+2].C([O-])(=O)C.C1(C)C=CC=CC=1P(C1C=CC=CC=1C)C1C=CC=CC=1C.C(#N)C. The product is [CH:9]([O:8][C:4]1[CH:3]=[C:2](/[CH:16]=[CH:15]/[CH2:14][C@@H:13]([OH:17])[CH3:12])[CH:7]=[N:6][CH:5]=1)([CH3:11])[CH3:10]. The yield is 0.607. (7) The reactants are [F:1][C:2]1([F:35])[O:6][C:5]2[CH:7]=[CH:8][C:9]([C:11]3([C:14]([NH:16][C:17]4[N:22]=[C:21]([C:23]5[CH:24]=[CH:25][C:26](=[O:33])[N:27]([CH2:29][C:30]([OH:32])=O)[CH:28]=5)[C:20]([CH3:34])=[CH:19][CH:18]=4)=[O:15])[CH2:13][CH2:12]3)=[CH:10][C:4]=2[O:3]1.[N:36]#[C:37][NH2:38].C(N(CC)CC)C.CN(C(ON1N=NC2C=CC=NC1=2)=[N+](C)C)C.F[P-](F)(F)(F)(F)F. The catalyst is CN(C)C=O. The product is [NH:38]([C:30](=[O:32])[CH2:29][N:27]1[C:26](=[O:33])[CH:25]=[CH:24][C:23]([C:21]2[N:22]=[C:17]([NH:16][C:14]([C:11]3([C:9]4[CH:8]=[CH:7][C:5]5[O:6][C:2]([F:35])([F:1])[O:3][C:4]=5[CH:10]=4)[CH2:13][CH2:12]3)=[O:15])[CH:18]=[CH:19][C:20]=2[CH3:34])=[CH:28]1)[C:37]#[N:36]. The yield is 0.310. (8) The product is [CH3:24][O:23][CH2:22][CH2:21][O:20][C:5]1[C:6]([C:7](=[O:8])[NH:9][CH2:10][CH2:11][CH2:12][N:13]2[CH2:17][CH2:16][CH2:15][C:14]2=[O:18])=[CH:19][C:2]([NH:1][C:46]([C:44]2[N:45]=[C:41]([CH:38]3[CH2:40][CH2:39]3)[O:42][CH:43]=2)=[O:47])=[C:3]([N:25]2[CH2:26][CH2:27][N:28]([C:31]3[CH:36]=[CH:35][CH:34]=[CH:33][C:32]=3[CH3:37])[CH2:29][CH2:30]2)[CH:4]=1. The yield is 0.770. The catalyst is CN(C)C=O.O. The reactants are [NH2:1][C:2]1[C:3]([N:25]2[CH2:30][CH2:29][N:28]([C:31]3[CH:36]=[CH:35][CH:34]=[CH:33][C:32]=3[CH3:37])[CH2:27][CH2:26]2)=[CH:4][C:5]([O:20][CH2:21][CH2:22][O:23][CH3:24])=[C:6]([CH:19]=1)[C:7]([NH:9][CH2:10][CH2:11][CH2:12][N:13]1[CH2:17][CH2:16][CH2:15][C:14]1=[O:18])=[O:8].[CH:38]1([C:41]2[O:42][CH:43]=[C:44]([C:46](O)=[O:47])[N:45]=2)[CH2:40][CH2:39]1.C(N(CC)C(C)C)(C)C.CN(C(ON1N=NC2C=CC=NC1=2)=[N+](C)C)C.F[P-](F)(F)(F)(F)F. (9) The reactants are [Br:1][C:2]1[CH:3]=[C:4]2[C:8](=[CH:9][CH:10]=1)[NH:7][C:6](=[O:11])[C:5]2=[O:12].[C:13]([Mg]Br)#[C:14][CH3:15].[Cl-].[NH4+]. The catalyst is C1COCC1. The product is [Br:1][C:2]1[CH:3]=[C:4]2[C:8](=[CH:9][CH:10]=1)[NH:7][C:6](=[O:11])[C:5]2([OH:12])[C:13]#[C:14][CH3:15]. The yield is 0.970. (10) The reactants are FC(F)(F)C(O)=O.[Cl:8][C:9]1[CH:14]=[CH:13][C:12]([C@H:15]([N:17]2[C:21]3[CH:22]=[C:23]([C:26]4[CH2:27][CH2:28][N:29]([C:32]([C@H:34]5[CH2:38][CH2:37][CH2:36][N:35]5C(OC(C)(C)C)=O)=[O:33])[CH2:30][CH:31]=4)[CH:24]=[CH:25][C:20]=3[N:19]=[CH:18]2)[CH3:16])=[C:11]([F:46])[CH:10]=1. The catalyst is ClCCl. The product is [Cl:8][C:9]1[CH:14]=[CH:13][C:12]([C@H:15]([N:17]2[C:21]3[CH:22]=[C:23]([C:26]4[CH2:27][CH2:28][N:29]([C:32]([C@H:34]5[CH2:38][CH2:37][CH2:36][NH:35]5)=[O:33])[CH2:30][CH:31]=4)[CH:24]=[CH:25][C:20]=3[N:19]=[CH:18]2)[CH3:16])=[C:11]([F:46])[CH:10]=1. The yield is 0.320.